This data is from Full USPTO retrosynthesis dataset with 1.9M reactions from patents (1976-2016). The task is: Predict the reactants needed to synthesize the given product. (1) Given the product [OH:1][C:2]1[C:3](=[O:11])[NH:4][CH:5]=[CH:6][C:7]=1[C:8]([NH:24][C@H:21]1[CH2:20][CH2:19][C@@H:18]([C:12]2[CH:17]=[CH:16][CH:15]=[CH:14][CH:13]=2)[CH2:23][CH2:22]1)=[O:9], predict the reactants needed to synthesize it. The reactants are: [OH:1][C:2]1[C:3](=[O:11])[NH:4][CH:5]=[CH:6][C:7]=1[C:8](Cl)=[O:9].[C:12]1([C@@H:18]2[CH2:23][CH2:22][C@H:21]([NH2:24])[CH2:20][CH2:19]2)[CH:17]=[CH:16][CH:15]=[CH:14][CH:13]=1.CCN(CC)CC. (2) Given the product [I:1][C:2]1[CH:7]=[CH:6][N:5]=[C:4]([N:8]2[C:16]3[CH:15]4[CH2:14][CH:13]([CH2:17]4)[CH2:12][C:11]=3[C:10]([C:18]([NH2:22])=[O:19])=[N:9]2)[CH:3]=1, predict the reactants needed to synthesize it. The reactants are: [I:1][C:2]1[CH:7]=[CH:6][N:5]=[C:4]([N:8]2[C:16]3[CH:15]4[CH2:17][CH:13]([CH2:14]4)[CH2:12][C:11]=3[C:10]([C:18](O)=[O:19])=[N:9]2)[CH:3]=1.[Cl-].[NH4+:22]. (3) Given the product [CH2:40]([C@@H:13]1[C:12](=[O:23])[N:11]([CH2:24][CH:25]2[CH2:26][CH2:27]2)[C@:10]2([C:5]3[C:6](=[CH:7][C:2]([Cl:1])=[CH:3][CH:4]=3)[N:8]([CH2:29][O:30][CH2:31][CH2:32][Si:33]([CH3:36])([CH3:35])[CH3:34])[C:9]2=[O:28])[C@@H:15]([C:16]2[CH:21]=[CH:20][CH:19]=[C:18]([Cl:22])[CH:17]=2)[CH2:14]1)[CH:39]=[CH2:38], predict the reactants needed to synthesize it. The reactants are: [Cl:1][C:2]1[CH:7]=[C:6]2[N:8]([CH2:29][O:30][CH2:31][CH2:32][Si:33]([CH3:36])([CH3:35])[CH3:34])[C:9](=[O:28])[C@:10]3([C@@H:15]([C:16]4[CH:21]=[CH:20][CH:19]=[C:18]([Cl:22])[CH:17]=4)[CH2:14][CH2:13][C:12](=[O:23])[N:11]3[CH2:24][CH:25]3[CH2:27][CH2:26]3)[C:5]2=[CH:4][CH:3]=1.[Li+].[CH3:38][CH:39]([N-]C(C)C)[CH3:40].C(Br)C=C. (4) Given the product [CH3:31][S:42]([C:3]1[C:4]([C:25]2[CH:26]=[CH:27][CH:28]=[CH:29][CH:30]=2)=[N:5][C:6]2[C:11]([C:12]=1[C:13]([NH:15][C@H:16]([C:19]1[CH:20]=[CH:21][CH:22]=[CH:23][CH:24]=1)[CH2:17][CH3:18])=[O:14])=[CH:10][CH:9]=[CH:8][CH:7]=2)(=[O:46])=[O:44], predict the reactants needed to synthesize it. The reactants are: CS[C:3]1[C:4]([C:25]2[CH:30]=[CH:29][CH:28]=[CH:27][CH:26]=2)=[N:5][C:6]2[C:11]([C:12]=1[C:13]([NH:15][C@H:16]([C:19]1[CH:24]=[CH:23][CH:22]=[CH:21][CH:20]=1)[CH2:17][CH3:18])=[O:14])=[CH:10][CH:9]=[CH:8][CH:7]=2.[CH:31]1C=C(Cl)C=C(C(OO)=O)C=1.[S:42]([O-:46])([O-])(=[O:44])=S.[Na+].[Na+].[OH-].[Na+].